The task is: Predict the reactants needed to synthesize the given product.. This data is from Full USPTO retrosynthesis dataset with 1.9M reactions from patents (1976-2016). (1) Given the product [NH2:1][C:2]1[N:7]=[C:6]([NH:8][CH2:9][C:10]([NH:12][C:13]2[CH:18]=[CH:17][CH:16]=[C:15]([C:19]([F:22])([F:21])[F:20])[CH:14]=2)=[O:11])[C:5]([CH:23]=[O:24])=[C:4]([S:36][CH3:35])[N:3]=1, predict the reactants needed to synthesize it. The reactants are: [NH2:1][C:2]1[N:7]=[C:6]([NH:8][CH2:9][C:10]([NH:12][C:13]2[CH:18]=[CH:17][CH:16]=[C:15]([C:19]([F:22])([F:21])[F:20])[CH:14]=2)=[O:11])[C:5]([CH:23]=[O:24])=[C:4](Cl)[N:3]=1.CCN(C(C)C)C(C)C.[CH3:35][S-:36].[Na+]. (2) Given the product [CH3:41][N:40]([CH3:42])[C:37]1[CH:38]=[CH:39][C:34]([C:33]#[C:32][C:30]2[CH:29]=[N:28][C:27]3[C:26]([CH:31]=2)=[C:5]2[CH:4]=[CH:3][C:2]([CH3:1])=[CH:7][C:6]2=[N:8][C:44]=3[NH2:45])=[C:35]([CH3:43])[CH:36]=1, predict the reactants needed to synthesize it. The reactants are: [CH3:1][C:2]1[CH:3]=[CH:4][C:5](B2OC(C)(C)C(C)(C)O2)=[C:6]([NH:8]C(=O)OC(C)(C)C)[CH:7]=1.Cl[C:26]1[C:27]([C:44]#[N:45])=[N:28][CH:29]=[C:30]([C:32]#[C:33][C:34]2[CH:39]=[CH:38][C:37]([N:40]([CH3:42])[CH3:41])=[CH:36][C:35]=2[CH3:43])[CH:31]=1.C(=O)([O-])[O-].[Na+].[Na+].